From a dataset of Reaction yield outcomes from USPTO patents with 853,638 reactions. Predict the reaction yield, written as a fraction of the theoretical maximum amount of product (1.0 means a 100% yield; for example, 0.34 means a 34% yield). (1) The reactants are [O:1]1[C:5]2[CH:6]=[CH:7][C:8]([OH:10])=[CH:9][C:4]=2[O:3][CH2:2]1.C([Mg]Cl)(C)C.[CH2:16]([N:21]1[C:29]2[CH:28]=[CH:27][N:26]=[CH:25][C:24]=2[C:23](=[O:30])[C:22]1=[O:31])[CH2:17][CH2:18][CH2:19][CH3:20]. The catalyst is C1COCC1. The product is [OH:30][C:23]1([C:7]2[C:8]([OH:10])=[CH:9][C:4]3[O:3][CH2:2][O:1][C:5]=3[CH:6]=2)[C:24]2[CH:25]=[N:26][CH:27]=[CH:28][C:29]=2[N:21]([CH2:16][CH2:17][CH2:18][CH2:19][CH3:20])[C:22]1=[O:31]. The yield is 0.400. (2) The reactants are [NH2:1][C:2]1[CH:7]=[CH:6][N:5]=[CH:4][CH:3]=1.[N:8]1[CH:13]=[CH:12][CH:11]=[C:10]([C:14]2[CH:18]=[C:17]([C:19]([F:22])([F:21])[F:20])[N:16]([C:23]3[CH:31]=[CH:30][C:26]([C:27](O)=[O:28])=[CH:25][CH:24]=3)[N:15]=2)[CH:9]=1.Cl.CN(C)CCCN=C=NCC.C(N(CC)CC)C. The catalyst is ClCCl. The product is [N:5]1[CH:6]=[CH:7][C:2]([NH:1][C:27](=[O:28])[C:26]2[CH:30]=[CH:31][C:23]([N:16]3[C:17]([C:19]([F:21])([F:22])[F:20])=[CH:18][C:14]([C:10]4[CH:9]=[N:8][CH:13]=[CH:12][CH:11]=4)=[N:15]3)=[CH:24][CH:25]=2)=[CH:3][CH:4]=1. The yield is 0.350. (3) The reactants are [CH3:1][O:2][C:3]1[N:8]=[N:7][C:6]([N:9]2[C:13]([C:14]3[CH:19]=[CH:18][C:17]([CH3:20])=[CH:16][N:15]=3)=[CH:12][C:11]([C:21]([OH:23])=O)=[N:10]2)=[CH:5][CH:4]=1.Cl.[CH3:25][NH:26][O:27][CH3:28]. No catalyst specified. The product is [CH3:28][O:27][N:26]([CH3:25])[C:21]([C:11]1[CH:12]=[C:13]([C:14]2[CH:19]=[CH:18][C:17]([CH3:20])=[CH:16][N:15]=2)[N:9]([C:6]2[N:7]=[N:8][C:3]([O:2][CH3:1])=[CH:4][CH:5]=2)[N:10]=1)=[O:23]. The yield is 0.370. (4) The reactants are [S:1]1[CH:5]=[CH:4][N:3]=[C:2]1[NH:6][C:7]1[C:15]2[C:10](=[CH:11][CH:12]=[C:13]([C:16]3[N:28]=[CH:27][CH:26]=[CH:25][C:17]=3[C:18]([O:20]C(C)(C)C)=[O:19])[CH:14]=2)[NH:9][N:8]=1.C(OCC)(=O)C.Cl. No catalyst specified. The product is [S:1]1[CH:5]=[CH:4][N:3]=[C:2]1[NH:6][C:7]1[C:15]2[C:10](=[CH:11][CH:12]=[C:13]([C:16]3[N:28]=[CH:27][CH:26]=[CH:25][C:17]=3[C:18]([OH:20])=[O:19])[CH:14]=2)[NH:9][N:8]=1. The yield is 1.00. (5) The reactants are [NH2:1][C:2]1[N:3]([CH3:24])[C:4](=[O:23])[C:5]2([C:15]3[C:10](=[CH:11][CH:12]=[C:13](Br)[CH:14]=3)[O:9][CH:8]([C:17]3[CH:22]=[CH:21][CH:20]=[CH:19][CH:18]=3)[CH2:7]2)[N:6]=1.[C:25]([NH:28][CH2:29][C:30]1[CH:31]=[C:32](B(O)O)[CH:33]=[CH:34][CH:35]=1)(=[O:27])[CH3:26]. The catalyst is O1CCOCC1.C([O-])([O-])=O.[Cs+].[Cs+].Cl[Pd](Cl)([P](C1C=CC=CC=1)(C1C=CC=CC=1)C1C=CC=CC=1)[P](C1C=CC=CC=1)(C1C=CC=CC=1)C1C=CC=CC=1. The product is [NH2:1][C:2]1[N:3]([CH3:24])[C:4](=[O:23])[C:5]2([C:15]3[C:10](=[CH:11][CH:12]=[C:13]([C:34]4[CH:35]=[C:30]([CH:31]=[CH:32][CH:33]=4)[CH2:29][NH:28][C:25](=[O:27])[CH3:26])[CH:14]=3)[O:9][CH:8]([C:17]3[CH:22]=[CH:21][CH:20]=[CH:19][CH:18]=3)[CH2:7]2)[N:6]=1. The yield is 0.110. (6) The reactants are Cl[C:2]1[CH:7]=[N:6][CH:5]=[C:4]([Cl:8])[N:3]=1.[C:9]1([C:15]2[CH:20]=[CH:19][C:18]([OH:21])=[CH:17][CH:16]=2)[CH:14]=[CH:13][CH:12]=[CH:11][CH:10]=1. The catalyst is CCOC(C)=O.C1CCCCC1. The product is [Cl:8][C:4]1[CH:5]=[N:6][CH:7]=[C:2]([O:21][C:18]2[CH:17]=[CH:16][C:15]([C:9]3[CH:14]=[CH:13][CH:12]=[CH:11][CH:10]=3)=[CH:20][CH:19]=2)[N:3]=1. The yield is 0.990.